This data is from Reaction yield outcomes from USPTO patents with 853,638 reactions. The task is: Predict the reaction yield, written as a fraction of the theoretical maximum amount of product (1.0 means a 100% yield; for example, 0.34 means a 34% yield). (1) The reactants are [CH3:1][NH:2][S:3]([C:6]1[CH:11]=[CH:10][C:9]([N:12]2[CH2:17][CH2:16][O:15][CH2:14][CH2:13]2)=[C:8]([N+:18]([O-])=O)[CH:7]=1)(=[O:5])=[O:4]. The catalyst is C1COCC1.[Pd]. The product is [NH2:18][C:8]1[CH:7]=[C:6]([S:3]([NH:2][CH3:1])(=[O:4])=[O:5])[CH:11]=[CH:10][C:9]=1[N:12]1[CH2:17][CH2:16][O:15][CH2:14][CH2:13]1. The yield is 0.880. (2) The reactants are [CH2:1]([O:8][C:9]1[CH:10]=[C:11]([CH:23]=[CH:24][CH:25]=1)[O:12][C:13]1[CH:20]=[C:19]([CH3:21])[C:16]([CH:17]=[O:18])=[C:15]([OH:22])[CH:14]=1)[C:2]1[CH:7]=[CH:6][CH:5]=[CH:4][CH:3]=1.CCN(CC)CC.[O:33](S(C(F)(F)F)(=O)=O)[S:34]([C:37]([F:40])([F:39])[F:38])(=O)=[O:35].O. The product is [CH2:1]([O:8][C:9]1[CH:10]=[C:11]([CH:23]=[CH:24][CH:25]=1)[O:12][C:13]1[CH:20]=[C:19]([CH3:21])[C:16]([CH:17]=[O:18])=[C:15]([O:22][S:34]([C:37]([F:40])([F:39])[F:38])(=[O:35])=[O:33])[CH:14]=1)[C:2]1[CH:3]=[CH:4][CH:5]=[CH:6][CH:7]=1. The yield is 0.930. The catalyst is C(Cl)Cl. (3) The reactants are [F:1][C:2]1([F:42])[CH2:6][CH2:5][N:4]([CH:7]2[CH2:12][CH2:11][N:10]([CH2:13][C:14]3[C:15]([C:32]4[CH:37]=[CH:36][CH:35]=[C:34]([C:38]([F:41])([F:40])[F:39])[CH:33]=4)=[N:16][C:17]4[C:22]([C:23]=3[C:24]([O:26]C)=[O:25])=[CH:21][C:20]([S:28]([CH3:31])(=[O:30])=[O:29])=[CH:19][CH:18]=4)[CH2:9][CH2:8]2)[CH2:3]1.O.[OH-].[K+]. The catalyst is CO. The product is [F:42][C:2]1([F:1])[CH2:6][CH2:5][N:4]([CH:7]2[CH2:12][CH2:11][N:10]([CH2:13][C:14]3[C:15]([C:32]4[CH:37]=[CH:36][CH:35]=[C:34]([C:38]([F:39])([F:40])[F:41])[CH:33]=4)=[N:16][C:17]4[C:22]([C:23]=3[C:24]([OH:26])=[O:25])=[CH:21][C:20]([S:28]([CH3:31])(=[O:30])=[O:29])=[CH:19][CH:18]=4)[CH2:9][CH2:8]2)[CH2:3]1. The yield is 0.720. (4) The reactants are [F:1][C:2]1[CH:7]=[CH:6][C:5]([C@H:8]2[CH2:12][O:11][C:10](=[O:13])[N:9]2[C:14]2[CH:19]=[CH:18][N:17]3[N:20]=[CH:21][C:22]([C:23]4[CH:28]=[CH:27][C:26]([C:29]5[CH:33]=[CH:32][N:31](COCC[Si](C)(C)C)[N:30]=5)=[CH:25][CH:24]=4)=[C:16]3[N:15]=2)=[CH:4][CH:3]=1.C(O)(C(F)(F)F)=O. The catalyst is C(Cl)Cl. The product is [NH:31]1[CH:32]=[CH:33][C:29]([C:26]2[CH:25]=[CH:24][C:23]([C:22]3[CH:21]=[N:20][N:17]4[CH:18]=[CH:19][C:14]([N:9]5[C@@H:8]([C:5]6[CH:6]=[CH:7][C:2]([F:1])=[CH:3][CH:4]=6)[CH2:12][O:11][C:10]5=[O:13])=[N:15][C:16]=34)=[CH:28][CH:27]=2)=[N:30]1. The yield is 0.570. (5) The reactants are [Cl:1][C:2]1[CH:3]=[C:4]([C:8]2[CH:9]=[C:10]([O:20][CH3:21])[C:11]3[N:17]4[CH2:18][C@H:14]([CH2:15][CH2:16]4)[NH:13][C:12]=3[N:19]=2)[CH:5]=[CH:6][CH:7]=1.[H-].[Na+].[N:24]1[CH:29]=[CH:28][N:27]=[CH:26][C:25]=1[N:30]1C(=O)N2C=CN=CC2=N[C:31]1=[O:41]. The catalyst is C1COCC1. The product is [Cl:1][C:2]1[CH:3]=[C:4]([C:8]2[CH:9]=[C:10]([O:20][CH3:21])[C:11]3[N:17]4[CH2:18][C@H:14]([CH2:15][CH2:16]4)[N:13]([C:31]([NH:30][C:25]4[CH:26]=[N:27][CH:28]=[CH:29][N:24]=4)=[O:41])[C:12]=3[N:19]=2)[CH:5]=[CH:6][CH:7]=1. The yield is 0.640. (6) The reactants are [NH2:1][C@@H:2]([C:4](O)=[O:5])[CH3:3].[H-].[H-].[H-].[H-].[Li+].[Al+3].C1COCC1.[CH3:30][C:29]([O:28][C:26](O[C:26]([O:28][C:29]([CH3:32])([CH3:31])[CH3:30])=[O:27])=[O:27])([CH3:32])[CH3:31]. The catalyst is C(Cl)Cl. The product is [C:26]([C@@H:4]([OH:5])[CH:2]([NH2:1])[CH3:3])([O:28][C:29]([CH3:30])([CH3:31])[CH3:32])=[O:27]. The yield is 0.630. (7) The reactants are [Br:1][C:2]1[CH:7]=[CH:6][C:5]([S:8](Cl)(=[O:10])=[O:9])=[C:4]([F:12])[CH:3]=1.[CH:13]1([CH2:16][NH2:17])[CH2:15][CH2:14]1. The catalyst is ClCCl. The product is [Br:1][C:2]1[CH:7]=[CH:6][C:5]([S:8]([NH:17][CH2:16][CH:13]2[CH2:15][CH2:14]2)(=[O:10])=[O:9])=[C:4]([F:12])[CH:3]=1. The yield is 0.400. (8) The reactants are [F:1][C:2]1[CH:7]=[CH:6][C:5]([C:8]2[C:9]3[CH:21]=[CH:20][C:19](=[O:22])[N:18]([C:23]4[CH:28]=[CH:27][CH:26]=[CH:25][C:24]=4[CH3:29])[C:10]=3[N:11]=[C:12](S(C)(=O)=O)[N:13]=2)=[C:4]([CH3:30])[CH:3]=1.[NH2:31][C:32]([CH3:36])([CH3:35])[CH2:33][OH:34]. No catalyst specified. The product is [F:1][C:2]1[CH:7]=[CH:6][C:5]([C:8]2[C:9]3[CH:21]=[CH:20][C:19](=[O:22])[N:18]([C:23]4[CH:28]=[CH:27][CH:26]=[CH:25][C:24]=4[CH3:29])[C:10]=3[N:11]=[C:12]([NH:31][C:32]([CH3:36])([CH3:35])[CH2:33][OH:34])[N:13]=2)=[C:4]([CH3:30])[CH:3]=1. The yield is 0.110. (9) The reactants are [Br:1][C:2]1[CH:3]=[C:4]([N+:15]([O-])=O)[C:5]2[N:9]=[C:8]([CH2:10][O:11][CH3:12])[N:7]([CH3:13])[C:6]=2[CH:14]=1.C.O.NN. The catalyst is CO.[Fe](Cl)(Cl)Cl. The product is [NH2:15][C:4]1[C:5]2[N:9]=[C:8]([CH2:10][O:11][CH3:12])[N:7]([CH3:13])[C:6]=2[CH:14]=[C:2]([Br:1])[CH:3]=1. The yield is 0.720.